This data is from NCI-60 drug combinations with 297,098 pairs across 59 cell lines. The task is: Regression. Given two drug SMILES strings and cell line genomic features, predict the synergy score measuring deviation from expected non-interaction effect. (1) Drug 2: CC1C(C(=O)NC(C(=O)N2CCCC2C(=O)N(CC(=O)N(C(C(=O)O1)C(C)C)C)C)C(C)C)NC(=O)C3=C4C(=C(C=C3)C)OC5=C(C(=O)C(=C(C5=N4)C(=O)NC6C(OC(=O)C(N(C(=O)CN(C(=O)C7CCCN7C(=O)C(NC6=O)C(C)C)C)C)C(C)C)C)N)C. Synergy scores: CSS=19.1, Synergy_ZIP=-2.57, Synergy_Bliss=1.74, Synergy_Loewe=2.18, Synergy_HSA=1.98. Cell line: PC-3. Drug 1: CC1OCC2C(O1)C(C(C(O2)OC3C4COC(=O)C4C(C5=CC6=C(C=C35)OCO6)C7=CC(=C(C(=C7)OC)O)OC)O)O. (2) Drug 1: CN(C)N=NC1=C(NC=N1)C(=O)N. Drug 2: C1CC(C1)(C(=O)O)C(=O)O.[NH2-].[NH2-].[Pt+2]. Cell line: HT29. Synergy scores: CSS=23.1, Synergy_ZIP=-1.24, Synergy_Bliss=4.88, Synergy_Loewe=-2.91, Synergy_HSA=3.70. (3) Drug 1: C1CCN(CC1)CCOC2=CC=C(C=C2)C(=O)C3=C(SC4=C3C=CC(=C4)O)C5=CC=C(C=C5)O. Drug 2: C1CN(CCN1C(=O)CCBr)C(=O)CCBr. Cell line: MDA-MB-231. Synergy scores: CSS=18.7, Synergy_ZIP=-1.70, Synergy_Bliss=-1.87, Synergy_Loewe=-5.70, Synergy_HSA=-5.07.